This data is from Reaction yield outcomes from USPTO patents with 853,638 reactions. The task is: Predict the reaction yield, written as a fraction of the theoretical maximum amount of product (1.0 means a 100% yield; for example, 0.34 means a 34% yield). (1) The reactants are [NH2:1][C:2]1[CH:7]=[C:6]([O:8][C:9]2[CH:14]=[CH:13][C:12]([NH:15][C:16]([C:18]3[C:19](=[O:31])[N:20]([C:25]4[CH:30]=[CH:29][CH:28]=[CH:27][CH:26]=4)[N:21]([CH3:24])[C:22]=3[CH3:23])=[O:17])=[CH:11][C:10]=2[F:32])[CH:5]=[CH:4][N:3]=1.CCN(CC)CC.[CH:40]1([C:44](Cl)=[O:45])[CH2:43][CH2:42][CH2:41]1. The catalyst is C1COCC1.CN(C=O)C.C1COCC1.CCOC(C)=O. The product is [CH:40]1([C:44]([NH:1][C:2]2[CH:7]=[C:6]([O:8][C:9]3[CH:14]=[CH:13][C:12]([NH:15][C:16]([C:18]4[C:19](=[O:31])[N:20]([C:25]5[CH:26]=[CH:27][CH:28]=[CH:29][CH:30]=5)[N:21]([CH3:24])[C:22]=4[CH3:23])=[O:17])=[CH:11][C:10]=3[F:32])[CH:5]=[CH:4][N:3]=2)=[O:45])[CH2:43][CH2:42][CH2:41]1. The yield is 0.440. (2) The reactants are [N:1]1[CH:6]=[CH:5][CH:4]=[C:3]([N:7]2[CH2:11][CH2:10][NH:9][C:8]2=[O:12])[CH:2]=1.Br[C:14]1[CH:15]=[C:16]2[C:21](=[CH:22][CH:23]=1)[N:20]=[CH:19][CH:18]=[CH:17]2.N[C@@H]1CCCC[C@H]1N.C(=O)([O-])[O-].[K+].[K+]. The catalyst is [Cu](I)I.O1CCOCC1. The product is [N:1]1[CH:6]=[CH:5][CH:4]=[C:3]([N:7]2[CH2:11][CH2:10][N:9]([C:14]3[CH:15]=[C:16]4[C:21](=[CH:22][CH:23]=3)[N:20]=[CH:19][CH:18]=[CH:17]4)[C:8]2=[O:12])[CH:2]=1. The yield is 0.601. (3) The reactants are [F:1][C:2]([F:25])([F:24])[C:3]1([C:6]2[CH:7]=[C:8]([CH:21]=[CH:22][CH:23]=2)[CH2:9][N:10]2C(=O)C3C(=CC=CC=3)C2=O)[NH:5][NH:4]1.O.NN.FC(F)(F)C1(C2C=C(CN)C=CC=2)N=N1. The catalyst is C(O)C. The product is [F:25][C:2]([F:1])([F:24])[C:3]1([C:6]2[CH:7]=[C:8]([CH2:9][NH2:10])[CH:21]=[CH:22][CH:23]=2)[NH:4][NH:5]1. The yield is 0.540. (4) The reactants are [CH3:1][O:2][C:3]1[CH:10]=[CH:9][C:8]([O:11]C)=[CH:7][C:4]=1[CH:5]=[O:6]. The catalyst is S(=O)(=O)(O)O. The product is [OH:11][C:8]1[CH:9]=[CH:10][C:3]([O:2][CH3:1])=[C:4]([CH:7]=1)[CH:5]=[O:6]. The yield is 0.320. (5) The product is [N:14]([CH2:11][CH:9]([OH:10])[CH2:8][CH2:7][O:6][Si:5]([C:1]([CH3:4])([CH3:3])[CH3:2])([CH3:13])[CH3:12])=[N+:15]=[N-:16]. The reactants are [C:1]([Si:5]([CH3:13])([CH3:12])[O:6][CH2:7][CH2:8][CH:9]1[CH2:11][O:10]1)([CH3:4])([CH3:3])[CH3:2].[N-:14]=[N+:15]=[N-:16].[Na+].[NH4+].[Cl-]. The catalyst is CO. The yield is 0.810. (6) The reactants are [F:1][C:2]([F:33])([F:32])[O:3][C:4]1[CH:9]=[CH:8][C:7]([N:10]2[CH:14]=[N:13][C:12]([C:15]3[CH:16]=[C:17]4[C:21](=[CH:22][CH:23]=3)[CH2:20][CH:19]([NH:24]C(=O)OC(C)(C)C)[CH2:18]4)=[N:11]2)=[CH:6][CH:5]=1.[F:34][C:35]([F:40])([F:39])[C:36]([OH:38])=[O:37]. The catalyst is ClCCl. The product is [F:34][C:35]([F:40])([F:39])[C:36]([OH:38])=[O:37].[F:33][C:2]([F:1])([F:32])[O:3][C:4]1[CH:9]=[CH:8][C:7]([N:10]2[CH:14]=[N:13][C:12]([C:15]3[CH:16]=[C:17]4[C:21](=[CH:22][CH:23]=3)[CH2:20][CH:19]([NH2:24])[CH2:18]4)=[N:11]2)=[CH:6][CH:5]=1. The yield is 0.860. (7) The reactants are [NH2:1][C:2]1[CH:3]=[CH:4][C:5]([Br:53])=[C:6]([CH2:8][N:9]([CH3:52])[C:10]([CH:12]([NH:26][C:27]2[CH:28]=[C:29]3[C:34](=[CH:35][CH:36]=2)[C:33]([N:37]([C:45]([O:47][C:48]([CH3:51])([CH3:50])[CH3:49])=[O:46])[C:38](=[O:44])[O:39][C:40]([CH3:43])([CH3:42])[CH3:41])=[N:32][CH:31]=[CH:30]3)[C:13]2[CH:18]=[C:17]([CH3:19])[C:16]([C:20]([F:24])([F:23])[CH2:21][OH:22])=[C:15]([CH3:25])[CH:14]=2)=[O:11])[CH:7]=1.[C:54](Cl)(Cl)=[O:55]. The yield is 0.593. The product is [Br:53][C:5]1[CH:4]=[CH:3][C:2]2=[CH:7][C:6]=1[CH2:8][N:9]([CH3:52])[C:10](=[O:11])[CH:12]([NH:26][C:27]1[CH:28]=[C:29]3[C:34](=[CH:35][CH:36]=1)[C:33]([N:37]([C:38]([O:39][C:40]([CH3:43])([CH3:41])[CH3:42])=[O:44])[C:45](=[O:46])[O:47][C:48]([CH3:51])([CH3:50])[CH3:49])=[N:32][CH:31]=[CH:30]3)[C:13]1[CH:14]=[C:15]([CH3:25])[C:16]([C:20]([F:23])([F:24])[CH2:21][O:22][C:54](=[O:55])[NH:1]2)=[C:17]([CH3:19])[CH:18]=1. The catalyst is ClCCl.C(#N)C. (8) The reactants are [CH3:1][O:2]/[CH:3]=[C:4]1\[CH2:5][C@@H:6]([C:16]([O:18][CH3:19])=[O:17])[N:7]([C:9]([O:11][C:12]([CH3:15])([CH3:14])[CH3:13])=[O:10])[CH2:8]\1.[O-2].[Mg+2].[H][H]. The catalyst is [Pd].CO. The product is [CH3:1][O:2][CH2:3][C@@H:4]1[CH2:8][N:7]([C:9]([O:11][C:12]([CH3:15])([CH3:14])[CH3:13])=[O:10])[C@H:6]([C:16]([O:18][CH3:19])=[O:17])[CH2:5]1. The yield is 1.00.